This data is from Forward reaction prediction with 1.9M reactions from USPTO patents (1976-2016). The task is: Predict the product of the given reaction. (1) Given the reactants CCN(C(C)C)C(C)C.[CH3:10][O:11][C:12]1[CH:13]=[CH:14][CH:15]=[C:16]2[C:21]=1[O:20][C:19](=[O:22])[C:18]([C:23]([OH:25])=O)=[CH:17]2.CN(C(ON1N=NC2C=CC=NC1=2)=[N+](C)C)C.F[P-](F)(F)(F)(F)F.[N:50]1[CH:55]=[CH:54][C:53]([NH2:56])=[N:52][CH:51]=1, predict the reaction product. The product is: [N:50]1[CH:55]=[CH:54][C:53]([NH:56][C:23]([C:18]2[C:19](=[O:22])[O:20][C:21]3[C:16]([CH:17]=2)=[CH:15][CH:14]=[CH:13][C:12]=3[O:11][CH3:10])=[O:25])=[N:52][CH:51]=1. (2) Given the reactants Br[C:2]1[CH:35]=[CH:34][CH:33]=[CH:32][C:3]=1[C:4]([NH:6][C:7]1[CH:8]=[C:9]2[C:13](=[CH:14][CH:15]=1)[N:12]([C:16](=[O:31])[CH2:17][C:18]1[CH:23]=[CH:22][CH:21]=[C:20]([N:24]3[C:28]([CH3:29])=[CH:27][CH:26]=[C:25]3[CH3:30])[N:19]=1)[CH2:11][CH2:10]2)=[O:5].[Cl:36][C:37]1[S:41][C:40](B(O)O)=[CH:39][CH:38]=1.C(N(CC)CC)C.C(OCC)(=O)C, predict the reaction product. The product is: [Cl:36][C:37]1[S:41][C:40]([C:2]2[CH:35]=[CH:34][CH:33]=[CH:32][C:3]=2[C:4]([NH:6][C:7]2[CH:8]=[C:9]3[C:13](=[CH:14][CH:15]=2)[N:12]([C:16](=[O:31])[CH2:17][C:18]2[CH:23]=[CH:22][CH:21]=[C:20]([N:24]4[C:28]([CH3:29])=[CH:27][CH:26]=[C:25]4[CH3:30])[N:19]=2)[CH2:11][CH2:10]3)=[O:5])=[CH:39][CH:38]=1. (3) Given the reactants [CH:1]1([CH2:7][N:8]2[C:16]3[C:11](=[CH:12][CH:13]=[C:14]([C:17]([O:19]C)=[O:18])[CH:15]=3)[C:10]([CH3:21])=[CH:9]2)[CH2:6][CH2:5][CH2:4][CH2:3][CH2:2]1.[OH-].[Li+].Cl, predict the reaction product. The product is: [CH:1]1([CH2:7][N:8]2[C:16]3[C:11](=[CH:12][CH:13]=[C:14]([C:17]([OH:19])=[O:18])[CH:15]=3)[C:10]([CH3:21])=[CH:9]2)[CH2:2][CH2:3][CH2:4][CH2:5][CH2:6]1. (4) Given the reactants [O:1]=[S:2]1(=[O:34])[C:6]2[CH:7]=[CH:8][C:9]([C:11](=[O:33])[CH2:12][N:13]3[CH2:18][CH2:17][N:16]([CH2:19][C@@H:20]([C:22]4[CH:31]=[CH:30][C:25]5[C:26](=[O:29])[O:27][CH2:28][C:24]=5[C:23]=4[CH3:32])[OH:21])[CH2:15][CH2:14]3)=[CH:10][C:5]=2[CH2:4][CH2:3]1.[BH4-].[Na+], predict the reaction product. The product is: [O:34]=[S:2]1(=[O:1])[C:6]2[CH:7]=[CH:8][C:9]([CH:11]([OH:33])[CH2:12][N:13]3[CH2:14][CH2:15][N:16]([CH2:19][C@@H:20]([C:22]4[CH:31]=[CH:30][C:25]5[C:26](=[O:29])[O:27][CH2:28][C:24]=5[C:23]=4[CH3:32])[OH:21])[CH2:17][CH2:18]3)=[CH:10][C:5]=2[CH2:4][CH2:3]1.